Dataset: Forward reaction prediction with 1.9M reactions from USPTO patents (1976-2016). Task: Predict the product of the given reaction. Given the reactants [NH2:1][C:2]1[CH:10]=[CH:9][C:5]2[N:6]=[CH:7][NH:8][C:4]=2[CH:3]=1.ClC1C=C(C=CC=1)[CH:15]=[O:16].[CH2:20]([N+]#[C-])[CH2:21][CH2:22][CH3:23].[O:26]([C:28]#[N:29])[K].[Cl-:30].[NH+]1C=C[CH:34]=[CH:33][CH:32]=1, predict the reaction product. The product is: [NH:6]1[C:5]2[CH:9]=[CH:10][C:2]([N:1]3[CH:23]([C:22]4[CH:34]=[CH:33][CH:32]=[C:20]([Cl:30])[CH:21]=4)[C:28](=[O:26])[NH:29][C:15]3=[O:16])=[CH:3][C:4]=2[N:8]=[CH:7]1.